This data is from Forward reaction prediction with 1.9M reactions from USPTO patents (1976-2016). The task is: Predict the product of the given reaction. (1) Given the reactants [C:1]([CH2:6][CH:7]=P(C1C=CC=CC=1)(C1C=CC=CC=1)C1C=CC=CC=1)([O:3][CH2:4][CH3:5])=[O:2].[CH2:27]([O:34][C:35]1[CH:42]=[CH:41][C:38]([CH:39]=O)=[CH:37][CH:36]=1)[C:28]1[CH:33]=[CH:32][CH:31]=[CH:30][CH:29]=1, predict the reaction product. The product is: [CH2:4]([O:3][C:1](=[O:2])/[C:6](/[CH3:7])=[CH:39]/[C:38]1[CH:41]=[CH:42][C:35]([O:34][CH2:27][C:28]2[CH:33]=[CH:32][CH:31]=[CH:30][CH:29]=2)=[CH:36][CH:37]=1)[CH3:5]. (2) The product is: [CH3:16][NH:17][C:6](=[O:8])[O:5][C:2]([CH3:4])([CH3:3])[CH3:1]. Given the reactants [CH3:1][C:2]([O:5][C:6]([O:8]C(OC(C)(C)C)=O)=O)([CH3:4])[CH3:3].[CH3:16][NH2:17], predict the reaction product. (3) Given the reactants Br[C:2]1[CH:11]=[C:10]2[C:5]([CH2:6][CH:7]([CH3:26])[N:8]([C:12]3[CH:17]=[C:16]([N:18]4[CH2:23][CH2:22][N:21]([CH3:24])[CH2:20][CH2:19]4)[N:15]=[C:14]([NH2:25])[N:13]=3)[CH2:9]2)=[CH:4][CH:3]=1.[CH2:27]([N:29]1[CH:33]=[C:32](B2OC(C)(C)C(C)(C)O2)[CH:31]=[N:30]1)[CH3:28].C(=O)(O)[O-].[Na+].O1CCOCC1, predict the reaction product. The product is: [CH2:27]([N:29]1[CH:33]=[C:32]([C:2]2[CH:11]=[C:10]3[C:5]([CH2:6][CH:7]([CH3:26])[N:8]([C:12]4[CH:17]=[C:16]([N:18]5[CH2:19][CH2:20][N:21]([CH3:24])[CH2:22][CH2:23]5)[N:15]=[C:14]([NH2:25])[N:13]=4)[CH2:9]3)=[CH:4][CH:3]=2)[CH:31]=[N:30]1)[CH3:28].